Dataset: Full USPTO retrosynthesis dataset with 1.9M reactions from patents (1976-2016). Task: Predict the reactants needed to synthesize the given product. Given the product [NH2:1][C:2]1[C:3]([C:20]2[O:24][C:23]([NH:25][C:26]([C@@H:28]3[CH2:33][CH2:32][CH2:31][CH2:30][NH:29]3)=[O:27])=[N:22][N:21]=2)=[N:4][C:5]([C:8]2[CH:13]=[CH:12][C:11]([S:14]([CH:17]([CH3:18])[CH3:19])(=[O:15])=[O:16])=[CH:10][CH:9]=2)=[CH:6][N:7]=1, predict the reactants needed to synthesize it. The reactants are: [NH2:1][C:2]1[C:3]([C:20]2[O:24][C:23]([NH:25][C:26]([C@@H:28]3[CH2:33][CH2:32][CH2:31][CH2:30][N:29]3C(OCC3C=CC=CC=3)=O)=[O:27])=[N:22][N:21]=2)=[N:4][C:5]([C:8]2[CH:13]=[CH:12][C:11]([S:14]([CH:17]([CH3:19])[CH3:18])(=[O:16])=[O:15])=[CH:10][CH:9]=2)=[CH:6][N:7]=1.CCOC(C)=O.